From a dataset of Forward reaction prediction with 1.9M reactions from USPTO patents (1976-2016). Predict the product of the given reaction. Given the reactants Cl[C:2]1[N:7]=[C:6]([C:8]2[CH:13]=[CH:12][CH:11]=[C:10]([Cl:14])[CH:9]=2)[N:5]=[C:4]([CH2:15][CH3:16])[N:3]=1.[CH3:17][O:18][CH2:19][CH2:20][C:21]1[CH:27]=[CH:26][C:24]([NH2:25])=[CH:23][CH:22]=1, predict the reaction product. The product is: [Cl:14][C:10]1[CH:9]=[C:8]([C:6]2[N:5]=[C:4]([CH2:15][CH3:16])[N:3]=[C:2]([NH:25][C:24]3[CH:23]=[CH:22][C:21]([CH2:20][CH2:19][O:18][CH3:17])=[CH:27][CH:26]=3)[N:7]=2)[CH:13]=[CH:12][CH:11]=1.